Dataset: Forward reaction prediction with 1.9M reactions from USPTO patents (1976-2016). Task: Predict the product of the given reaction. (1) The product is: [C:23]([O:22][C:21]([NH:20][CH2:19][CH2:18][CH2:17][NH:16][S:12]([C:3]1[C:4]([Cl:11])=[CH:5][CH:6]=[C:7]([N+:8]([O-:10])=[O:9])[C:2]=1[Cl:1])(=[O:14])=[O:13])=[O:27])([CH3:26])([CH3:25])[CH3:24]. Given the reactants [Cl:1][C:2]1[C:7]([N+:8]([O-:10])=[O:9])=[CH:6][CH:5]=[C:4]([Cl:11])[C:3]=1[S:12](Cl)(=[O:14])=[O:13].[NH2:16][CH2:17][CH2:18][CH2:19][NH:20][C:21](=[O:27])[O:22][C:23]([CH3:26])([CH3:25])[CH3:24].C(N(CC)CC)C, predict the reaction product. (2) Given the reactants [CH3:1][C:2]1[N:6]=[CH:5][N:4]([C:7]2[CH:12]=[CH:11][C:10]([N+:13]([O-:15])=[O:14])=[CH:9][C:8]=2[OH:16])[N:3]=1.C([O-])([O-])=O.[K+].[K+].[Br:23][CH2:24][CH2:25]Br, predict the reaction product. The product is: [Br:23][CH2:24][CH2:25][O:16][C:8]1[CH:9]=[C:10]([N+:13]([O-:15])=[O:14])[CH:11]=[CH:12][C:7]=1[N:4]1[CH:5]=[N:6][C:2]([CH3:1])=[N:3]1. (3) Given the reactants Br[C:2]1[C:6]([CH3:7])=[C:5]([C:8]2[CH:13]=[CH:12][C:11]([O:14]C)=[C:10]([F:16])[CH:9]=2)[S:4][C:3]=1[CH:17]1[O:21]CCO1.C[O:23][C:24]1[CH:29]=[CH:28][C:27](B(O)O)=[C:26]([CH3:33])[CH:25]=1, predict the reaction product. The product is: [F:16][C:10]1[CH:9]=[C:8]([C:5]2[S:4][C:3]([CH:17]=[O:21])=[C:2]([C:27]3[CH:28]=[CH:29][C:24]([OH:23])=[CH:25][C:26]=3[CH3:33])[C:6]=2[CH3:7])[CH:13]=[CH:12][C:11]=1[OH:14]. (4) Given the reactants [CH2:1]([O:8][C:9]([N:11]1[CH2:17][CH2:16][CH2:15][CH:14]([N:18]=[N+]=[N-])[CH:13]([OH:21])[CH2:12]1)=[O:10])[C:2]1[CH:7]=[CH:6][CH:5]=[CH:4][CH:3]=1.[N:22]1([C:28](=[O:45])[CH2:29][CH:30]([CH2:34][S:35]([CH2:38][C:39]2[CH:44]=[CH:43][CH:42]=[CH:41][CH:40]=2)(=[O:37])=[O:36])[C:31](O)=[O:32])[CH2:27][CH2:26][O:25][CH2:24][CH2:23]1, predict the reaction product. The product is: [CH2:1]([O:8][C:9]([N:11]1[CH2:17][CH2:16][CH2:15][CH:14]([NH:18][C:31](=[O:32])[CH:30]([CH2:34][S:35]([CH2:38][C:39]2[CH:44]=[CH:43][CH:42]=[CH:41][CH:40]=2)(=[O:37])=[O:36])[CH2:29][C:28]([N:22]2[CH2:27][CH2:26][O:25][CH2:24][CH2:23]2)=[O:45])[C:13](=[O:21])[CH2:12]1)=[O:10])[C:2]1[CH:7]=[CH:6][CH:5]=[CH:4][CH:3]=1. (5) The product is: [OH:8][C:9]1[CH:10]=[C:11]([C:15]2[CH:24]=[CH:23][CH:22]=[C:21]3[C:16]=2[CH:17]=[CH:18][N:19]=[C:20]3[NH:25][C:26]2[CH:31]=[CH:30][C:29]([C:32]([F:35])([F:33])[F:34])=[CH:28][CH:27]=2)[CH:12]=[CH:13][CH:14]=1. Given the reactants C([O:8][C:9]1[CH:10]=[C:11]([C:15]2[CH:24]=[CH:23][CH:22]=[C:21]3[C:16]=2[CH:17]=[CH:18][N:19]=[C:20]3[NH:25][C:26]2[CH:31]=[CH:30][C:29]([C:32]([F:35])([F:34])[F:33])=[CH:28][CH:27]=2)[CH:12]=[CH:13][CH:14]=1)C1C=CC=CC=1, predict the reaction product. (6) The product is: [C:1]([C:3]1[CH:4]=[C:5]2[C:10](=[CH:11][CH:12]=1)[CH:9]=[N:8][CH:7]=[C:6]2[CH2:13][C:14]1[NH:26][C:27]2[C:28](=[O:40])[N:29]([CH3:39])[C:30](=[O:38])[N:31]([CH2:34][CH:35]([CH3:37])[CH3:36])[C:32]=2[N:33]=1)#[CH:2]. Given the reactants [C:1]([C:3]1[CH:4]=[C:5]2[C:10](=[CH:11][CH:12]=1)[CH:9]=[N:8][CH:7]=[C:6]2[CH2:13][C:14](O)=O)#[CH:2].CCN(C(C)C)C(C)C.[NH2:26][C:27]1[C:28](=[O:40])[N:29]([CH3:39])[C:30](=[O:38])[N:31]([CH2:34][CH:35]([CH3:37])[CH3:36])[C:32]=1[NH2:33], predict the reaction product. (7) Given the reactants [Cl:1][C:2]1[CH:3]=[C:4]([N:8]2[CH2:13][CH2:12][CH:11]([C:14]([O:16]CC)=[O:15])[CH2:10][CH2:9]2)[CH:5]=[CH:6][CH:7]=1.[OH-].[K+], predict the reaction product. The product is: [Cl:1][C:2]1[CH:3]=[C:4]([N:8]2[CH2:9][CH2:10][CH:11]([C:14]([OH:16])=[O:15])[CH2:12][CH2:13]2)[CH:5]=[CH:6][CH:7]=1. (8) Given the reactants [F:1][C:2]([F:33])([F:32])[C:3]1[CH:4]=[C:5]([CH:29]=[CH:30][CH:31]=1)[C:6]([NH:8][CH2:9][C:10]([NH:12][C@@H:13]1[C:17]2([O:21][CH2:20][CH2:19][CH2:18]2)[CH2:16][N:15](C(OC(C)(C)C)=O)[CH2:14]1)=[O:11])=[O:7].Cl.O1CCOCC1, predict the reaction product. The product is: [O:21]1[C:17]2([C@@H:13]([NH:12][C:10](=[O:11])[CH2:9][NH:8][C:6](=[O:7])[C:5]3[CH:29]=[CH:30][CH:31]=[C:3]([C:2]([F:32])([F:33])[F:1])[CH:4]=3)[CH2:14][NH:15][CH2:16]2)[CH2:18][CH2:19][CH2:20]1. (9) Given the reactants [CH3:1][N:2]1[CH2:15][CH2:14][C:5]2[NH:6][C:7]3[CH:8]=[CH:9][C:10]([CH3:13])=[CH:11][C:12]=3[C:4]=2[CH2:3]1.N1CCC[C@H]1C(O)=O.P([O-])([O-])([O-])=O.[K+].[K+].[K+].Br[CH:33]=[C:34]([C:39]1[CH:44]=[CH:43][N:42]=[CH:41][CH:40]=1)[C:35]([CH3:38])([CH3:37])[CH3:36], predict the reaction product. The product is: [CH3:36][C:35]([CH3:38])([CH3:37])/[C:34](/[C:39]1[CH:40]=[CH:41][N:42]=[CH:43][CH:44]=1)=[CH:33]\[N:6]1[C:7]2[CH:8]=[CH:9][C:10]([CH3:13])=[CH:11][C:12]=2[C:4]2[CH2:3][N:2]([CH3:1])[CH2:15][CH2:14][C:5]1=2.